Dataset: Full USPTO retrosynthesis dataset with 1.9M reactions from patents (1976-2016). Task: Predict the reactants needed to synthesize the given product. (1) Given the product [C:28]([C:25]1[N:26]=[CH:27][C:22]([N:16]2[C:17](=[O:21])[C:18]([CH3:19])([CH3:20])[N:14]([C:11]3[CH:10]=[CH:9][C:8]([C:5]4[CH:4]=[CH:3][C:2]([O:1][CH2:46][CH2:47][CH2:48][CH2:49][O:50][CH2:51][C:52]([O:54][C:55]([CH3:56])([CH3:58])[CH3:57])=[O:53])=[CH:7][CH:6]=4)=[CH:13][CH:12]=3)[C:15]2=[S:34])=[CH:23][C:24]=1[C:30]([F:31])([F:33])[F:32])#[N:29], predict the reactants needed to synthesize it. The reactants are: [OH:1][C:2]1[CH:7]=[CH:6][C:5]([C:8]2[CH:13]=[CH:12][C:11]([N:14]3[C:18]([CH3:20])([CH3:19])[C:17](=[O:21])[N:16]([C:22]4[CH:23]=[C:24]([C:30]([F:33])([F:32])[F:31])[C:25]([C:28]#[N:29])=[N:26][CH:27]=4)[C:15]3=[S:34])=[CH:10][CH:9]=2)=[CH:4][CH:3]=1.CC1C=CC(S(O[CH2:46][CH2:47][CH2:48][CH2:49][O:50][CH2:51][C:52]([O:54][C:55]([CH3:58])([CH3:57])[CH3:56])=[O:53])(=O)=O)=CC=1.C(=O)([O-])[O-].[K+].[K+]. (2) Given the product [N+:44]([C:41]1[CH:40]=[CH:39][C:38]([O:37][C:35](=[O:36])[NH:1][C:2]2[CH:26]=[C:25]([Cl:27])[CH:24]=[CH:23][C:3]=2[O:4][CH2:5][C:6]([N:8]2[CH2:13][CH2:12][N:11]([CH2:14][C:15]3[CH:20]=[CH:19][C:18]([F:21])=[CH:17][CH:16]=3)[CH2:10][C@H:9]2[CH3:22])=[O:7])=[CH:43][CH:42]=1)([O-:46])=[O:45], predict the reactants needed to synthesize it. The reactants are: [NH2:1][C:2]1[CH:26]=[C:25]([Cl:27])[CH:24]=[CH:23][C:3]=1[O:4][CH2:5][C:6]([N:8]1[CH2:13][CH2:12][N:11]([CH2:14][C:15]2[CH:20]=[CH:19][C:18]([F:21])=[CH:17][CH:16]=2)[CH2:10][C@H:9]1[CH3:22])=[O:7].N1C=CC=CC=1.Cl[C:35]([O:37][C:38]1[CH:43]=[CH:42][C:41]([N+:44]([O-:46])=[O:45])=[CH:40][CH:39]=1)=[O:36]. (3) The reactants are: [CH2:1]([NH:8][C:9]1[CH:14]=[CH:13][CH:12]=[C:11]([Br:15])[CH:10]=1)[C:2]1[CH:7]=[CH:6][CH:5]=[CH:4][CH:3]=1.[C:16]1([S:22](Cl)(=[O:24])=[O:23])[CH:21]=[CH:20][CH:19]=[CH:18][CH:17]=1.N1C=CC=CC=1. Given the product [CH2:1]([N:8]([C:9]1[CH:14]=[CH:13][CH:12]=[C:11]([Br:15])[CH:10]=1)[S:22]([C:16]1[CH:21]=[CH:20][CH:19]=[CH:18][CH:17]=1)(=[O:24])=[O:23])[C:2]1[CH:3]=[CH:4][CH:5]=[CH:6][CH:7]=1, predict the reactants needed to synthesize it. (4) Given the product [OH:45][C@H:44]([CH2:43][OH:42])[CH2:46][CH2:47][NH:48][C:25]([CH:17]1[CH:16]([C:28]2[CH:33]=[C:32]([Cl:34])[CH:31]=[CH:30][C:29]=2[O:35][CH3:36])[C:15]([C:12]2[CH:13]=[CH:14][C:9]([Cl:8])=[CH:10][C:11]=2[F:39])([C:37]#[N:38])[CH:19]([CH2:20][C:21]([CH3:24])([CH3:22])[CH3:23])[NH:18]1)=[O:27], predict the reactants needed to synthesize it. The reactants are: FC(F)(F)C(O)=O.[Cl:8][C:9]1[CH:14]=[CH:13][C:12]([C:15]2([C:37]#[N:38])[CH:19]([CH2:20][C:21]([CH3:24])([CH3:23])[CH3:22])[NH:18][CH:17]([C:25]([OH:27])=O)[CH:16]2[C:28]2[CH:33]=[C:32]([Cl:34])[CH:31]=[CH:30][C:29]=2[O:35][CH3:36])=[C:11]([F:39])[CH:10]=1.CC1(C)[O:45][C@@H:44]([CH2:46][CH2:47][NH2:48])[CH2:43][O:42]1.CN(C(ON1N=NC2C=CC=NC1=2)=[N+](C)C)C.F[P-](F)(F)(F)(F)F.CCN(C(C)C)C(C)C.Cl. (5) Given the product [NH2:5][C:6]1[N:7]=[C:8]2[CH:13]=[CH:12][C:11]([O:14][C:15]3[CH:16]=[C:17]([NH:21][C:22](=[O:33])[C:23]4[CH:28]=[CH:27][CH:26]=[C:25]([C:29]([F:32])([F:30])[F:31])[CH:24]=4)[CH:18]=[CH:19][CH:20]=3)=[CH:10][N:9]2[CH:34]=1, predict the reactants needed to synthesize it. The reactants are: FC(F)(F)C([NH:5][C:6]1[N:7]=[C:8]2[CH:13]=[CH:12][C:11]([O:14][C:15]3[CH:16]=[C:17]([NH:21][C:22](=[O:33])[C:23]4[CH:28]=[CH:27][CH:26]=[C:25]([C:29]([F:32])([F:31])[F:30])[CH:24]=4)[CH:18]=[CH:19][CH:20]=3)=[CH:10][N:9]2[CH:34]=1)=O.[OH-].[Na+].O. (6) Given the product [CH3:20][N:21]1[C:25]([C:2]2[CH:3]=[C:4]([C:10]([O:12][CH3:13])=[O:11])[S:5][C:6]=2[CH2:7][CH2:8][CH3:9])=[CH:24][CH:23]=[N:22]1, predict the reactants needed to synthesize it. The reactants are: Br[C:2]1[CH:3]=[C:4]([C:10]([O:12][CH3:13])=[O:11])[S:5][C:6]=1[CH2:7][CH2:8][CH3:9].C(=O)([O-])[O-].[K+].[K+].[CH3:20][N:21]1[C:25](B2OC(C)(C)C(C)(C)O2)=[CH:24][CH:23]=[N:22]1.